This data is from NCI-60 drug combinations with 297,098 pairs across 59 cell lines. The task is: Regression. Given two drug SMILES strings and cell line genomic features, predict the synergy score measuring deviation from expected non-interaction effect. (1) Drug 1: C1=NC2=C(N=C(N=C2N1C3C(C(C(O3)CO)O)O)F)N. Drug 2: C1CC(C1)(C(=O)O)C(=O)O.[NH2-].[NH2-].[Pt+2]. Cell line: MALME-3M. Synergy scores: CSS=20.1, Synergy_ZIP=2.81, Synergy_Bliss=6.54, Synergy_Loewe=8.02, Synergy_HSA=8.04. (2) Drug 1: C(=O)(N)NO. Drug 2: N.N.Cl[Pt+2]Cl. Cell line: M14. Synergy scores: CSS=12.6, Synergy_ZIP=-4.73, Synergy_Bliss=-3.01, Synergy_Loewe=-20.6, Synergy_HSA=-5.02. (3) Drug 1: CC1=C(C=C(C=C1)NC2=NC=CC(=N2)N(C)C3=CC4=NN(C(=C4C=C3)C)C)S(=O)(=O)N.Cl. Drug 2: C1=NC2=C(N=C(N=C2N1C3C(C(C(O3)CO)O)F)Cl)N. Cell line: LOX IMVI. Synergy scores: CSS=26.5, Synergy_ZIP=1.12, Synergy_Bliss=-1.12, Synergy_Loewe=-16.9, Synergy_HSA=-2.63.